Dataset: Full USPTO retrosynthesis dataset with 1.9M reactions from patents (1976-2016). Task: Predict the reactants needed to synthesize the given product. (1) Given the product [NH2:20][CH2:21][CH2:22][O:23][CH2:24][CH2:25][NH:26][C:7]1[CH:8]=[C:9]2[C:10]3=[C:5]([CH2:4][CH2:3][CH:2]([CH3:1])[N:11]3[CH:12]=[C:13]([C:16]([OH:18])=[O:17])[C:14]2=[O:15])[CH:6]=1, predict the reactants needed to synthesize it. The reactants are: [CH3:1][CH:2]1[N:11]2[CH:12]=[C:13]([C:16]([OH:18])=[O:17])[C:14](=[O:15])[C:9]3[C:10]2=[C:5]([CH:6]=[C:7](F)[CH:8]=3)[CH2:4][CH2:3]1.[NH2:20][CH2:21][CH2:22][O:23][CH2:24][CH2:25][NH2:26]. (2) Given the product [C:31]([O:1][CH2:2][CH2:3][CH2:4][Si:5]([C:18]1[CH:23]=[CH:22][CH:21]=[CH:20][CH:19]=1)([C:6]1[CH:11]=[CH:10][CH:9]=[CH:8][CH:7]=1)[C:12]1[CH:13]=[CH:14][CH:15]=[CH:16][CH:17]=1)(=[O:35])[C:32]([CH3:34])=[CH2:33], predict the reactants needed to synthesize it. The reactants are: [OH:1][CH2:2][CH2:3][CH2:4][Si:5]([C:18]1[CH:23]=[CH:22][CH:21]=[CH:20][CH:19]=1)([C:12]1[CH:17]=[CH:16][CH:15]=[CH:14][CH:13]=1)[C:6]1[CH:11]=[CH:10][CH:9]=[CH:8][CH:7]=1.C(N(CC)CC)C.[C:31](Cl)(=[O:35])[C:32]([CH3:34])=[CH2:33].